From a dataset of Full USPTO retrosynthesis dataset with 1.9M reactions from patents (1976-2016). Predict the reactants needed to synthesize the given product. (1) Given the product [C:37]([CH:34]1[CH2:33][CH2:32][CH:31]([C:27]2[CH:26]=[C:25]([NH:24][C:22](=[O:23])[CH2:21][C:18]3[CH:19]=[CH:20][C:15]([O:14][CH2:13][CH2:12][NH:11][CH:1]=[O:2])=[C:16]([O:41][CH3:42])[CH:17]=3)[CH:30]=[CH:29][CH:28]=2)[CH2:36][CH2:35]1)([CH3:38])([CH3:39])[CH3:40], predict the reactants needed to synthesize it. The reactants are: [CH:1](O)=[O:2].C(OC(=O)C)(=O)C.[NH2:11][CH2:12][CH2:13][O:14][C:15]1[CH:20]=[CH:19][C:18]([CH2:21][C:22]([NH:24][C:25]2[CH:30]=[CH:29][CH:28]=[C:27]([CH:31]3[CH2:36][CH2:35][CH:34]([C:37]([CH3:40])([CH3:39])[CH3:38])[CH2:33][CH2:32]3)[CH:26]=2)=[O:23])=[CH:17][C:16]=1[O:41][CH3:42]. (2) Given the product [Cl:1][C:2]1[CH:3]=[C:4]([F:18])[C:5]([O:9][C:10]2[CH:11]=[CH:12][C:13]([CH2:16][CH2:17][OH:28])=[CH:14][CH:15]=2)=[C:6]([F:8])[CH:7]=1, predict the reactants needed to synthesize it. The reactants are: [Cl:1][C:2]1[CH:3]=[C:4]([F:18])[C:5]([O:9][C:10]2[CH:15]=[CH:14][C:13]([CH:16]=[CH2:17])=[CH:12][CH:11]=2)=[C:6]([F:8])[CH:7]=1.B1C2CCCC1CCC2.[OH-:28].[Na+].OO. (3) Given the product [OH:15][C:7]1[C:6]2[C:11](=[CH:2][C:3]([CH3:16])=[CH:4][CH:5]=2)[CH:10]=[C:9]([C:12]([OH:14])=[O:13])[CH:8]=1, predict the reactants needed to synthesize it. The reactants are: Br[C:2]1[C:3]([CH3:16])=[CH:4][CH:5]=[C:6]2[C:11]=1[CH:10]=[C:9]([C:12]([OH:14])=[O:13])[CH:8]=[C:7]2[OH:15]. (4) Given the product [Br:28][C:26]1[CH:27]=[C:22]([N:21]=[CH:1][CH:15]2[C:16](=[O:18])[O:17][C:12]([CH3:20])([CH3:11])[O:13][C:14]2=[O:19])[CH:23]=[N:24][CH:25]=1, predict the reactants needed to synthesize it. The reactants are: [CH:1](OCC)(OCC)OCC.[CH3:11][C:12]1([CH3:20])[O:17][C:16](=[O:18])[CH2:15][C:14](=[O:19])[O:13]1.[NH2:21][C:22]1[CH:23]=[N:24][CH:25]=[C:26]([Br:28])[CH:27]=1.